From a dataset of Reaction yield outcomes from USPTO patents with 853,638 reactions. Predict the reaction yield, written as a fraction of the theoretical maximum amount of product (1.0 means a 100% yield; for example, 0.34 means a 34% yield). (1) The reactants are [F:1][C:2]1[CH:7]=[CH:6][CH:5]=[CH:4][C:3]=1[CH2:8][O:9][C:10]1[CH:15]=[CH:14][C:13]([C@@H:16]2[CH2:20][CH2:19][C@@:18]3([CH2:24][CH2:23][NH:22][C:21]3=[O:25])[N:17]2C(OC(C)(C)C)=O)=[CH:12][CH:11]=1.C([Cl:36])(C)=O. The catalyst is C(OCC)(=O)C.CO. The product is [ClH:36].[F:1][C:2]1[CH:7]=[CH:6][CH:5]=[CH:4][C:3]=1[CH2:8][O:9][C:10]1[CH:11]=[CH:12][C:13]([C@@H:16]2[CH2:20][CH2:19][C@@:18]3([CH2:24][CH2:23][NH:22][C:21]3=[O:25])[NH:17]2)=[CH:14][CH:15]=1. The yield is 0.820. (2) The reactants are [F:1][C:2]([F:33])([F:32])[C:3]1[CH:4]=[C:5]([CH:25]=[C:26]([C:28]([F:31])([F:30])[F:29])[CH:27]=1)[CH2:6][N:7]([CH3:24])[C@@H:8]1[CH2:12][N:11]([CH2:13][C:14]2[CH:19]=[CH:18][CH:17]=[C:16]([Cl:20])[CH:15]=2)[C@H:10]([C:21]([OH:23])=O)[CH2:9]1.[C:34]1([CH3:46])[CH:39]=[CH:38][CH:37]=[C:36]([N:40]2[CH2:45][CH2:44][NH:43][CH2:42][CH2:41]2)[CH:35]=1. No catalyst specified. The product is [F:30][C:28]([F:31])([F:29])[C:26]1[CH:25]=[C:5]([CH:4]=[C:3]([C:2]([F:32])([F:33])[F:1])[CH:27]=1)[CH2:6][N:7]([CH3:24])[C@@H:8]1[CH2:12][N:11]([CH2:13][C:14]2[CH:19]=[CH:18][CH:17]=[C:16]([Cl:20])[CH:15]=2)[C@H:10]([C:21]([N:43]2[CH2:44][CH2:45][N:40]([C:36]3[CH:35]=[C:34]([CH3:46])[CH:39]=[CH:38][CH:37]=3)[CH2:41][CH2:42]2)=[O:23])[CH2:9]1. The yield is 0.0800. (3) The reactants are [N+:1]([C:4]1[C:13]2[C:8](=[CH:9][CH:10]=[CH:11][CH:12]=2)[CH:7]=[CH:6][C:5]=1[NH:14][CH2:15][CH2:16][NH:17][C:18](=[O:24])[O:19][C:20]([CH3:23])([CH3:22])[CH3:21])([O-])=O.CO. The catalyst is O1CCCC1.[Pt]=O. The product is [NH2:1][C:4]1[C:13]2[C:8](=[CH:9][CH:10]=[CH:11][CH:12]=2)[CH:7]=[CH:6][C:5]=1[NH:14][CH2:15][CH2:16][NH:17][C:18](=[O:24])[O:19][C:20]([CH3:22])([CH3:21])[CH3:23]. The yield is 0.950. (4) The reactants are [NH2:1][C:2]1[N:6]([CH3:7])[N:5]=[C:4]([CH:8]2[CH2:10][CH2:9]2)[CH:3]=1.[Cl:11][C:12]1[N:17]=[CH:16][C:15]([C:18]#[C:19][C:20]2[CH:21]=[C:22]([NH:26][C:27](=O)[O:28]C3C=CC=CC=3)[CH:23]=[CH:24][CH:25]=2)=[CH:14][N:13]=1. The catalyst is C1COCC1.C(N(CC)CC)C. The product is [Cl:11][C:12]1[N:13]=[CH:14][C:15]([C:18]#[C:19][C:20]2[CH:21]=[C:22]([NH:26][C:27]([NH:1][C:2]3[N:6]([CH3:7])[N:5]=[C:4]([CH:8]4[CH2:10][CH2:9]4)[CH:3]=3)=[O:28])[CH:23]=[CH:24][CH:25]=2)=[CH:16][N:17]=1. The yield is 0.650. (5) The reactants are [C:1]([C@@H:4]1[CH2:8][CH2:7][CH2:6][N:5]1C(OC(C)(C)C)=O)(=[O:3])[NH2:2].[ClH:16].O1CCOCC1. No catalyst specified. The product is [ClH:16].[NH:5]1[CH2:6][CH2:7][CH2:8][C@H:4]1[C:1]([NH2:2])=[O:3]. The yield is 1.04. (6) The reactants are [NH2:1][C:2]1[CH:17]=[CH:16][C:5]([O:6][C:7]2[CH:12]=[CH:11][N:10]=[C:9]([C:13]([NH2:15])=[O:14])[CH:8]=2)=[C:4]([F:18])[CH:3]=1.C(OC1C=CC(NC2N=CN=C(OC3C=CC(NC(=O)CC(NC4C=CC(F)=CC=4)=O)=CC=3F)C=2)=CC=1)C1C=CC=CC=1.C(O)(C)(C)C.[CH3:67][C:68]([O:71][C:72](O[C:72]([O:71][C:68]([CH3:70])([CH3:69])[CH3:67])=[O:73])=[O:73])([CH3:70])[CH3:69]. The catalyst is CN(C=O)C.O1CCOCC1. The product is [C:13]([C:9]1[CH:8]=[C:7]([O:6][C:5]2[CH:16]=[CH:17][C:2]([NH:1][C:72](=[O:73])[O:71][C:68]([CH3:70])([CH3:69])[CH3:67])=[CH:3][C:4]=2[F:18])[CH:12]=[CH:11][N:10]=1)(=[O:14])[NH2:15]. The yield is 0.680. (7) The reactants are Cl[C:2]1[N:7]=[C:6]([NH:8][C@H:9]([C:11]2[C:16]([F:17])=[CH:15][C:14]([F:18])=[CH:13][N:12]=2)[CH3:10])[N:5]=[C:4]([NH:19][C:20]2[N:21]=[CH:22][N:23]([CH3:25])[CH:24]=2)[N:3]=1.CCN(C(C)C)C(C)C.[NH:35]1[CH2:40][CH2:39][O:38][CH2:37][C@H:36]1[CH2:41][OH:42]. The catalyst is C(O)CCC. The product is [F:17][C:16]1[C:11]([C@@H:9]([NH:8][C:6]2[N:5]=[C:4]([NH:19][C:20]3[N:21]=[CH:22][N:23]([CH3:25])[CH:24]=3)[N:3]=[C:2]([N:35]3[CH2:40][CH2:39][O:38][CH2:37][C@H:36]3[CH2:41][OH:42])[N:7]=2)[CH3:10])=[N:12][CH:13]=[C:14]([F:18])[CH:15]=1. The yield is 0.920.